Dataset: Full USPTO retrosynthesis dataset with 1.9M reactions from patents (1976-2016). Task: Predict the reactants needed to synthesize the given product. (1) Given the product [CH3:1][S:2]([C:5]1([NH2:17])[CH:6]=[C:7]([O:14][CH3:15])[CH:8]=[CH:9][CH2:10]1)(=[O:4])=[O:3], predict the reactants needed to synthesize it. The reactants are: [CH3:1][S:2]([C:5]1[CH:10]=[C:9]([N+]([O-])=O)[CH:8]=[C:7]([O:14][CH3:15])[CH:6]=1)(=[O:4])=[O:3].[Cl-].[NH4+:17].CO. (2) Given the product [OH:18][C@H:15]1[CH2:16][CH2:17][C@@:12]([C@H:11]2[CH2:10][CH2:9][C@@:8]3([CH3:22])[C@@H:4]([CH2:5][CH2:6][C:7]3=[CH2:23])[C@@H:3]2[CH2:2][NH:1][C:62]([C:58]2[NH:57][CH:61]=[CH:60][CH:59]=2)=[O:63])([CH3:21])[C@@H:13]([CH2:19][OH:20])[CH2:14]1, predict the reactants needed to synthesize it. The reactants are: [NH2:1][CH2:2][C@@H:3]1[C@@H:11]([C@@:12]2([CH3:21])[CH2:17][CH2:16][C@H:15]([OH:18])[CH2:14][C@@H:13]2[CH2:19][OH:20])[CH2:10][CH2:9][C@@:8]2([CH3:22])[C@H:4]1[CH2:5][CH2:6][C:7]2=[CH2:23].C1CN([P+](ON2N=NC3C=CC=CC2=3)(N2CCCC2)N2CCCC2)CC1.F[P-](F)(F)(F)(F)F.[NH:57]1[CH:61]=[CH:60][CH:59]=[C:58]1[C:62](O)=[O:63].CCN(C(C)C)C(C)C. (3) Given the product [CH3:38][N:37]([CH3:39])[CH2:36][CH2:35][O:34][C:28]1[CH:27]=[C:26]2[C:31]([C:22]([O:1][C:2]3[CH:3]=[C:4]4[C:9](=[CH:10][CH:11]=3)[C:8]([NH:12][C:13](=[O:20])[C:14]3[CH:15]=[CH:16][CH:17]=[CH:18][CH:19]=3)=[CH:7][CH:6]=[CH:5]4)=[CH:23][CH:24]=[N:25]2)=[CH:30][C:29]=1[O:32][CH3:33], predict the reactants needed to synthesize it. The reactants are: [OH:1][C:2]1[CH:3]=[C:4]2[C:9](=[CH:10][CH:11]=1)[C:8]([NH:12][C:13](=[O:20])[C:14]1[CH:19]=[CH:18][CH:17]=[CH:16][CH:15]=1)=[CH:7][CH:6]=[CH:5]2.Cl[C:22]1[C:31]2[C:26](=[CH:27][C:28]([O:34][CH2:35][CH2:36][N:37]([CH3:39])[CH3:38])=[C:29]([O:32][CH3:33])[CH:30]=2)[N:25]=[CH:24][CH:23]=1.[OH-].[K+].